This data is from Full USPTO retrosynthesis dataset with 1.9M reactions from patents (1976-2016). The task is: Predict the reactants needed to synthesize the given product. (1) Given the product [Cl:11][C:10]1([Cl:13])[CH2:3][CH:2]1[C:1]([O:5][C:6]([CH3:9])([CH3:8])[CH3:7])=[O:4], predict the reactants needed to synthesize it. The reactants are: [C:1]([O:5][C:6]([CH3:9])([CH3:8])[CH3:7])(=[O:4])[CH:2]=[CH2:3].[CH:10]([Cl:13])(Cl)[Cl:11].[OH-].[Na+]. (2) Given the product [CH3:1][C:2]1[C@@H:19]([O:20][C:21]([C@H:23]([O:40][C:63]([CH2:64][CH2:65][C:66]([OH:68])=[O:67])=[O:69])[C@@H:24]([NH:31][C:32]([C:34]2[CH:39]=[CH:38][CH:37]=[CH:36][CH:35]=2)=[O:33])[C:25]2[CH:26]=[CH:27][CH:28]=[CH:29][CH:30]=2)=[O:22])[CH2:18][C@:14]2([OH:41])[C:15]([CH3:16])([CH3:17])[C:3]=1[C@@H:4]([O:59][C:60]([CH3:62])=[O:61])[C:5]([C@@:7]1([CH3:58])[C@H:12]([C@@H:13]2[O:42][C:43]([C:45]2[CH:50]=[CH:49][CH:48]=[CH:47][CH:46]=2)=[O:44])[C@:11]2([O:53][C:54]([CH3:56])=[O:55])[CH2:51][O:52][C@@H:10]2[CH2:9][C@@H:8]1[OH:57])=[O:6], predict the reactants needed to synthesize it. The reactants are: [CH3:1][C:2]1[C@@H:19]([O:20][C:21]([C@H:23]([OH:40])[C@@H:24]([NH:31][C:32]([C:34]2[CH:35]=[CH:36][CH:37]=[CH:38][CH:39]=2)=[O:33])[C:25]2[CH:26]=[CH:27][CH:28]=[CH:29][CH:30]=2)=[O:22])[CH2:18][C@:14]2([OH:41])[C:15]([CH3:17])([CH3:16])[C:3]=1[C@@H:4]([O:59][C:60]([CH3:62])=[O:61])[C:5]([C@@:7]1([CH3:58])[C@H:12]([C@@H:13]2[O:42][C:43]([C:45]2[CH:46]=[CH:47][CH:48]=[CH:49][CH:50]=2)=[O:44])[C@:11]2([O:53][C:54]([CH3:56])=[O:55])[CH2:51][O:52][C@@H:10]2[CH2:9][C@@H:8]1[OH:57])=[O:6].[C:63]1(=[O:69])[O:68][C:66](=[O:67])[CH2:65][CH2:64]1.N1C=CC=CC=1.